From a dataset of Forward reaction prediction with 1.9M reactions from USPTO patents (1976-2016). Predict the product of the given reaction. (1) The product is: [Si:28]([O:35][CH:36]([C:46]1[CH:47]=[CH:48][C:49]([C:52](=[O:53])[CH2:10][CH2:9][C:8](=[O:11])[CH:7]([C:12]2[CH:17]=[CH:16][C:15]([S:18][CH3:19])=[CH:14][N:13]=2)[CH2:6][CH:1]2[CH2:2][CH2:3][CH2:4][CH2:5]2)=[N:50][CH:51]=1)[CH2:37][O:38][Si:39]([C:42]([CH3:44])([CH3:45])[CH3:43])([CH3:41])[CH3:40])([C:31]([CH3:32])([CH3:33])[CH3:34])([CH3:30])[CH3:29]. Given the reactants [CH:1]1([CH2:6][CH:7]([C:12]2[CH:17]=[CH:16][C:15]([S:18][CH3:19])=[CH:14][N:13]=2)[C:8](=[O:11])[CH:9]=[CH2:10])[CH2:5][CH2:4][CH2:3][CH2:2]1.C(O)C.O1CCCC1.[Si:28]([O:35][CH:36]([C:46]1[CH:47]=[CH:48][C:49]([CH:52]=[O:53])=[N:50][CH:51]=1)[CH2:37][O:38][Si:39]([C:42]([CH3:45])([CH3:44])[CH3:43])([CH3:41])[CH3:40])([C:31]([CH3:34])([CH3:33])[CH3:32])([CH3:30])[CH3:29], predict the reaction product. (2) Given the reactants [CH3:1][C:2]1[C:7]([CH:8]=O)=[C:6]([O:10][CH3:11])[C:5]([O:12][CH3:13])=[C:4]([O:14][CH3:15])[C:3]=1[O:16][CH3:17].CC1[C:24](/[CH:25]=[CH:26]/[C:27]([O:29][CH2:30][CH3:31])=[O:28])=[C:23](OC)[C:22](OC)=C(OC)C=1OC, predict the reaction product. The product is: [CH3:1][C:2]1[C:7](/[CH:8]=[C:26](\[CH2:25][CH2:24][CH2:23][CH3:22])/[C:27]([O:29][CH2:30][CH3:31])=[O:28])=[C:6]([O:10][CH3:11])[C:5]([O:12][CH3:13])=[C:4]([O:14][CH3:15])[C:3]=1[O:16][CH3:17]. (3) Given the reactants [O:1]1[CH2:5][CH2:4][O:3][CH:2]1[C:6]1[CH:7]=[CH:8][C:9]2[O:13][C:12](=[O:14])[NH:11][C:10]=2[CH:15]=1.C([O-])([O-])=O.[K+].[K+].[CH3:22][O:23][C:24]1[CH:25]=[C:26]([CH:29]=[CH:30][CH:31]=1)[CH2:27]Br, predict the reaction product. The product is: [O:3]1[CH2:4][CH2:5][O:1][CH:2]1[C:6]1[CH:7]=[CH:8][C:9]2[O:13][C:12](=[O:14])[N:11]([CH2:27][C:26]3[CH:29]=[CH:30][CH:31]=[C:24]([O:23][CH3:22])[CH:25]=3)[C:10]=2[CH:15]=1. (4) Given the reactants [Br:1][C:2]1[CH:10]=[CH:9][C:5]([C:6](O)=[O:7])=[CH:4][C:3]=1[Cl:11].C(O)(=O)C, predict the reaction product. The product is: [Br:1][C:2]1[CH:10]=[CH:9][C:5]([CH2:6][OH:7])=[CH:4][C:3]=1[Cl:11]. (5) Given the reactants [Br:1][C:2]1[C:3]([Cl:12])=[CH:4][C:5]([OH:11])=[C:6]([CH:10]=1)[C:7]([OH:9])=O.[CH3:13][O:14][C:15]1[CH:22]=[CH:21][CH:20]=[CH:19][C:16]=1[NH:17][CH3:18].O=P12OP3(OP(OP(O3)(O1)=O)(=O)O2)=O, predict the reaction product. The product is: [Br:1][C:2]1[C:3]([Cl:12])=[CH:4][C:5]([OH:11])=[C:6]([CH:10]=1)[C:7]([N:17]([C:16]1[CH:19]=[CH:20][CH:21]=[CH:22][C:15]=1[O:14][CH3:13])[CH3:18])=[O:9]. (6) The product is: [NH:8]([C:3]1[CH:2]=[CH:1][C:6]([NH:7][C:23](=[O:24])[C:22]2[CH:26]=[CH:27][C:19]([C:16]([NH2:17])=[O:18])=[CH:20][CH:21]=2)=[CH:5][CH:4]=1)[C:9]1[CH:14]=[CH:13][C:12]([NH:15][C:23](=[O:24])[C:22]2[CH:26]=[CH:27][C:19]([C:16]([NH2:17])=[O:18])=[CH:20][CH:21]=2)=[CH:11][CH:10]=1. Given the reactants [CH:1]1[C:6]([NH2:7])=[CH:5][CH:4]=[C:3]([NH:8][C:9]2[CH:14]=[CH:13][C:12]([NH2:15])=[CH:11][CH:10]=2)[CH:2]=1.[C:16]([C:19]1[CH:27]=[CH:26][C:22]([C:23](O)=[O:24])=[CH:21][CH:20]=1)(=[O:18])[NH2:17], predict the reaction product.